Dataset: Forward reaction prediction with 1.9M reactions from USPTO patents (1976-2016). Task: Predict the product of the given reaction. (1) Given the reactants CB1OB(C)OB(C)O1.[C:10](=O)([O-])[O-].[Cs+].[Cs+].Br[C:17]1[CH:26]=[CH:25][C:20]([C:21]([O:23][CH3:24])=[O:22])=[C:19]([C:27]([F:30])([F:29])[F:28])[CH:18]=1, predict the reaction product. The product is: [CH3:10][C:17]1[CH:26]=[CH:25][C:20]([C:21]([O:23][CH3:24])=[O:22])=[C:19]([C:27]([F:30])([F:29])[F:28])[CH:18]=1. (2) The product is: [CH:14]([O:13][C:5]1[CH:4]=[CH:3][C:2]([NH:1][C:38]([NH:37][C:31]2[CH:32]=[CH:33][C:34]([O:35][CH3:36])=[C:29]([O:28][CH3:27])[CH:30]=2)=[O:39])=[CH:7][C:6]=1[CH2:8][CH:9]([CH3:11])[CH3:10])([C:15]1[CH:20]=[CH:19][CH:18]=[CH:17][CH:16]=1)[C:21]1[CH:22]=[CH:23][CH:24]=[CH:25][CH:26]=1. Given the reactants [NH2:1][C:2]1[CH:3]=[CH:4][C:5]([O:13][CH:14]([C:21]2[CH:26]=[CH:25][CH:24]=[CH:23][CH:22]=2)[C:15]2[CH:20]=[CH:19][CH:18]=[CH:17][CH:16]=2)=[C:6]([C:8](=O)[CH:9]([CH3:11])[CH3:10])[CH:7]=1.[CH3:27][O:28][C:29]1[CH:30]=[C:31]([N:37]=[C:38]=[O:39])[CH:32]=[CH:33][C:34]=1[O:35][CH3:36], predict the reaction product.